The task is: Predict the reactants needed to synthesize the given product.. This data is from Full USPTO retrosynthesis dataset with 1.9M reactions from patents (1976-2016). (1) The reactants are: C(OC([N:8]1[CH2:11][CH:10]([C:12]2[C:17]([C:18]3[CH:19]=[C:20]([CH3:24])[CH:21]=[CH:22][CH:23]=3)=[N:16][CH:15]=[CH:14][N:13]=2)[CH2:9]1)=O)(C)(C)C.[ClH:25].CO. Given the product [ClH:25].[NH:8]1[CH2:11][CH:10]([C:12]2[C:17]([C:18]3[CH:19]=[C:20]([CH3:24])[CH:21]=[CH:22][CH:23]=3)=[N:16][CH:15]=[CH:14][N:13]=2)[CH2:9]1, predict the reactants needed to synthesize it. (2) The reactants are: [F:1][C:2]1[CH:29]=[CH:28][C:5]([CH2:6][N:7]2[C:15]3[C:10](=[CH:11][C:12]([S:16]([CH3:19])(=[O:18])=[O:17])=[CH:13][CH:14]=3)[CH:9]=[C:8]2[C:20](=O)[C:21]2[CH:26]=[CH:25][CH:24]=[N:23][CH:22]=2)=[CH:4][CH:3]=1.O.NN.[OH-].[K+].C(O)CO. Given the product [F:1][C:2]1[CH:3]=[CH:4][C:5]([CH2:6][N:7]2[C:15]3[C:10](=[CH:11][C:12]([S:16]([CH3:19])(=[O:18])=[O:17])=[CH:13][CH:14]=3)[CH:9]=[C:8]2[CH2:20][C:21]2[CH:22]=[N:23][CH:24]=[CH:25][CH:26]=2)=[CH:28][CH:29]=1, predict the reactants needed to synthesize it. (3) Given the product [CH3:24][CH:17]([CH2:18][CH2:19][CH2:20][CH:21]([CH3:23])[CH3:22])[CH2:16][CH2:15][N:6]1[C:5]2[CH:4]=[C:3]([O:25][CH3:26])[C:2]([B:36]3[O:40][C:39]([CH3:42])([CH3:41])[C:38]([CH3:44])([CH3:43])[O:37]3)=[CH:14][C:13]=2[C:12]2[C:7]1=[CH:8][CH:9]=[CH:10][CH:11]=2, predict the reactants needed to synthesize it. The reactants are: Br[C:2]1[C:3]([O:25][CH3:26])=[CH:4][C:5]2[N:6]([CH2:15][CH2:16][CH:17]([CH3:24])[CH2:18][CH2:19][CH2:20][CH:21]([CH3:23])[CH3:22])[C:7]3[C:12]([C:13]=2[CH:14]=1)=[CH:11][CH:10]=[CH:9][CH:8]=3.C([Li])CCC.C(O[B:36]1[O:40][C:39]([CH3:42])([CH3:41])[C:38]([CH3:44])([CH3:43])[O:37]1)(C)C. (4) Given the product [Cl:1][C:2]1[CH:3]=[CH:4][C:5]([CH2:6][NH:7][C:8]([C:10]2[C:11](=[O:20])[C:12]3[CH:18]=[C:17]([I:19])[S:16][C:13]=3[N:14]([CH:30]([CH3:32])[CH3:31])[CH:15]=2)=[O:9])=[CH:21][CH:22]=1, predict the reactants needed to synthesize it. The reactants are: [Cl:1][C:2]1[CH:22]=[CH:21][C:5]([CH2:6][NH:7][C:8]([C:10]2[C:11]([OH:20])=[C:12]3[CH:18]=[C:17]([I:19])[S:16][C:13]3=[N:14][CH:15]=2)=[O:9])=[CH:4][CH:3]=1.C([O-])([O-])=O.[K+].[K+].Br[CH:30]([CH3:32])[CH3:31]. (5) Given the product [C:4]([N:8]1[C:1]([O:2][CH3:20])=[C:11]([CH2:12][Cl:3])[C:10]([C:15]([F:16])([F:17])[F:18])=[N:9]1)([CH3:5])([CH3:6])[CH3:7], predict the reactants needed to synthesize it. The reactants are: [CH2:1]=[O:2].[ClH:3].[C:4]([N:8]1[C:12](OC)=[CH:11][C:10]([C:15]([F:18])([F:17])[F:16])=[N:9]1)([CH3:7])([CH3:6])[CH3:5].O.[C:20](O)(=O)C. (6) Given the product [Cl:20][C:16]1[CH:15]=[C:14]2[C:19]([C:11]([S:10][C:6]3[CH:5]=[C:4]([CH:9]=[CH:8][CH:7]=3)[C:3]([OH:2])=[O:22])=[C:12]([CH3:21])[N:13]2[CH2:27][C:28]2[CH:29]=[N:30][CH:31]=[CH:32][CH:33]=2)=[CH:18][CH:17]=1, predict the reactants needed to synthesize it. The reactants are: C[O:2][C:3](=[O:22])[C:4]1[CH:9]=[CH:8][CH:7]=[C:6]([S:10][C:11]2[C:19]3[C:14](=[CH:15][C:16]([Cl:20])=[CH:17][CH:18]=3)[NH:13][C:12]=2[CH3:21])[CH:5]=1.[H-].[Na+].Br.Br[CH2:27][C:28]1[CH:29]=[N:30][CH:31]=[CH:32][CH:33]=1. (7) Given the product [C:1]1([C:17]2[CH:22]=[CH:21][CH:20]=[CH:19][CH:18]=2)[CH:6]=[CH:5][CH:4]=[CH:3][C:2]=1[CH2:7][C:10]1[CH:15]=[CH:14][C:13](=[O:52])[NH:12][N:11]=1, predict the reactants needed to synthesize it. The reactants are: [C:1]1([C:17]2[CH:22]=[CH:21][CH:20]=[CH:19][CH:18]=2)[CH:6]=[CH:5][CH:4]=[CH:3][C:2]=1[CH:7]([C:10]1[N:11]=[N:12][C:13](Cl)=[CH:14][CH:15]=1)C#N.C1(C2C=CC=CC=2)C=CC=CC=1C(C1C=CC2N(C(C(F)(F)F)=NN=2)N=1)C#N.Cl.[OH2:52]. (8) Given the product [C:32]([C:35]1[CH:36]=[CH:37][C:38]([NH:41][S:42]([C:45]2[CH:50]=[CH:49][C:48]([I:51])=[CH:47][CH:46]=2)(=[O:44])=[O:43])=[N:39][CH:40]=1)(=[O:34])[CH3:33].[C:32]([C:35]1[CH:36]=[CH:37][C:38]([NH:41][S:42]([C:45]2[CH:50]=[CH:49][C:48]([I:51])=[CH:47][CH:46]=2)(=[O:44])=[O:43])=[N:39][CH:40]=1)(=[O:34])[CH3:33].[C:52]([C:55]1[CH:56]=[CH:57][C:58]([NH:61][S:62]([C:65]2[CH:66]=[CH:67][C:68]([O:71][CH2:72][CH2:73][CH2:74][N:75]3[CH2:76][CH2:77][O:78][CH2:79][CH2:80]3)=[CH:69][CH:70]=2)(=[O:64])=[O:63])=[N:59][CH:60]=1)(=[O:54])[CH3:53].[C:83]([C:85]1[CH:86]=[CH:87][C:88]([NH:91][S:92]([C:95]2[CH:96]=[CH:97][C:98]([O:101][CH2:102][CH2:103][CH2:104][N:105]3[CH2:106][CH2:107][O:108][CH2:109][CH2:110]3)=[CH:99][CH:100]=2)(=[O:94])=[O:93])=[N:89][CH:90]=1)(=[O:84])[CH3:82].[Br:81][CH2:82][C:83]([C:85]1[CH:86]=[CH:87][C:88]([NH:91][S:92]([C:95]2[CH:96]=[CH:97][C:98]([O:101][CH2:102][CH2:103][CH2:104][N:105]3[CH2:106][CH2:107][O:108][CH2:109][CH2:110]3)=[CH:99][CH:100]=2)(=[O:93])=[O:94])=[N:89][CH:90]=1)=[O:84].[Br:81][CH2:82][C:83]([C:85]1[CH:86]=[CH:87][C:88]([NH:91][S:92]([C:95]2[CH:96]=[CH:97][C:98]([O:101][CH2:102][CH2:103][CH2:104][N:105]3[CH2:106][CH2:107][O:108][CH2:109][CH2:110]3)=[CH:99][CH:100]=2)(=[O:93])=[O:94])=[N:89][CH:90]=1)=[O:84].[N:75]1([CH2:74][CH2:73][CH2:72][O:71][C:68]2[CH:67]=[CH:66][C:65]([S:62]([NH:61][C:58]3[N:59]=[CH:60][C:55]([C:52](=[O:54])[CH2:53][S:8][C:5](=[O:21])[CH3:4])=[CH:56][CH:57]=3)(=[O:64])=[O:63])=[CH:70][CH:69]=2)[CH2:76][CH2:77][O:78][CH2:79][CH2:80]1.[N:75]1([CH2:74][CH2:73][CH2:72][O:71][C:68]2[CH:67]=[CH:66][C:65]([S:62]([NH:61][C:58]3[N:59]=[CH:60][C:55]([C:52](=[O:54])[CH2:53][S:8][C:24](=[O:25])[CH3:23])=[CH:56][CH:57]=3)(=[O:64])=[O:63])=[CH:70][CH:69]=2)[CH2:76][CH2:77][O:78][CH2:79][CH2:80]1, predict the reactants needed to synthesize it. The reactants are: IC1C=C[C:5]([S:8](Cl)(=O)=O)=[CH:4]C=1.NC1N=CC(C(=[O:21])C)=CC=1.N1(CCCO)CC[O:25][CH2:24][CH2:23]1.[C:32]([C:35]1[CH:36]=[CH:37][C:38]([NH:41][S:42]([C:45]2[CH:50]=[CH:49][C:48]([I:51])=[CH:47][CH:46]=2)(=[O:44])=[O:43])=[N:39][CH:40]=1)(=[O:34])[CH3:33].[C:52]([C:55]1[CH:56]=[CH:57][C:58]([NH:61][S:62]([C:65]2[CH:70]=[CH:69][C:68]([O:71][CH2:72][CH2:73][CH2:74][N:75]3[CH2:80][CH2:79][O:78][CH2:77][CH2:76]3)=[CH:67][CH:66]=2)(=[O:64])=[O:63])=[N:59][CH:60]=1)(=[O:54])[CH3:53].[Br:81][CH2:82][C:83]([C:85]1[CH:86]=[CH:87][C:88]([NH:91][S:92]([C:95]2[CH:100]=[CH:99][C:98]([O:101][CH2:102][CH2:103][CH2:104][N:105]3[CH2:110][CH2:109][O:108][CH2:107][CH2:106]3)=[CH:97][CH:96]=2)(=[O:94])=[O:93])=[N:89][CH:90]=1)=[O:84].